From a dataset of Forward reaction prediction with 1.9M reactions from USPTO patents (1976-2016). Predict the product of the given reaction. (1) Given the reactants [CH3:1][C:2]1[N:3]([CH2:29][C:30]([O:32]CC)=[O:31])[C:4]2[CH2:5][C:6]([CH3:28])([CH3:27])[CH2:7][CH2:8][C:9]=2[C:10]=1[S:11][C:12]1[CH:17]=[CH:16][C:15]([S:18]([N:21]2[CH2:26][CH2:25][O:24][CH2:23][CH2:22]2)(=[O:20])=[O:19])=[CH:14][CH:13]=1.[OH-].[Na+], predict the reaction product. The product is: [CH3:1][C:2]1[N:3]([CH2:29][C:30]([OH:32])=[O:31])[C:4]2[CH2:5][C:6]([CH3:28])([CH3:27])[CH2:7][CH2:8][C:9]=2[C:10]=1[S:11][C:12]1[CH:17]=[CH:16][C:15]([S:18]([N:21]2[CH2:22][CH2:23][O:24][CH2:25][CH2:26]2)(=[O:20])=[O:19])=[CH:14][CH:13]=1. (2) Given the reactants [CH2:1]([C:3]1[C:12]2[C:7](=[CH:8][C:9]([O:15][CH3:16])=[C:10]([O:13][CH3:14])[CH:11]=2)[CH:6]=[C:5]([OH:17])[N:4]=1)[CH3:2].Cl.Cl[CH2:20][C:21]1[CH:22]=[N:23][C:24]2[C:29]([CH:30]=1)=[CH:28][C:27]([O:31][CH3:32])=[CH:26][CH:25]=2.[Li+].[OH-], predict the reaction product. The product is: [CH2:1]([C:3]1[C:12]2[C:7](=[CH:8][C:9]([O:15][CH3:16])=[C:10]([O:13][CH3:14])[CH:11]=2)[C:6]([CH2:20][C:21]2[CH:22]=[N:23][C:24]3[C:29]([CH:30]=2)=[CH:28][C:27]([O:31][CH3:32])=[CH:26][CH:25]=3)=[C:5]([OH:17])[N:4]=1)[CH3:2]. (3) Given the reactants Br[C:2]1[C:6]2[CH:7]=[CH:8][CH:9]=[CH:10][C:5]=2[O:4][CH:3]=1.CC1(C)C(C)(C)OB([C:19]2[CH2:24][CH2:23][N:22]([C:25]([O:27][C:28]([CH3:31])([CH3:30])[CH3:29])=[O:26])[CH2:21][CH:20]=2)O1.C(=O)([O-])[O-].[Na+].[Na+].C1(P(C2C=CC=CC=2)C2C=CC=CC=2)C=CC=CC=1, predict the reaction product. The product is: [O:4]1[C:5]2[CH:10]=[CH:9][CH:8]=[CH:7][C:6]=2[C:2]([C:19]2[CH2:24][CH2:23][N:22]([C:25]([O:27][C:28]([CH3:31])([CH3:30])[CH3:29])=[O:26])[CH2:21][CH:20]=2)=[CH:3]1. (4) Given the reactants [CH:1]([C:3]1[CH:8]=[CH:7][C:6](B(O)O)=[CH:5][CH:4]=1)=[O:2].Br[C:13]1[CH:18]=[CH:17][C:16]([C:19]2[C:24]3[O:25][C:26]4[CH:31]=[CH:30][CH:29]=[CH:28][C:27]=4[C:23]=3[CH:22]=[CH:21][CH:20]=2)=[CH:15][CH:14]=1.C(=O)([O-])[O-].[Na+].[Na+], predict the reaction product. The product is: [CH:22]1[C:23]2[C:27]3[CH:28]=[CH:29][CH:30]=[CH:31][C:26]=3[O:25][C:24]=2[C:19]([C:16]2[CH:15]=[CH:14][C:13]([C:6]3[CH:7]=[CH:8][C:3]([CH:1]=[O:2])=[CH:4][CH:5]=3)=[CH:18][CH:17]=2)=[CH:20][CH:21]=1. (5) The product is: [CH3:14][O:13][CH2:12][CH2:11][N:7]1[CH:8]=[CH:9][CH:10]=[C:6]1[CH:2]([C:15]1[CH:16]=[CH:17][C:18]([N:21]([CH3:31])[S:22]([C:25]2[CH:30]=[CH:29][CH:28]=[CH:27][CH:26]=2)(=[O:24])=[O:23])=[CH:19][CH:20]=1)[CH2:3][CH2:4][CH3:5]. Given the reactants O[C:2]([C:15]1[CH:20]=[CH:19][C:18]([N:21]([CH3:31])[S:22]([C:25]2[CH:30]=[CH:29][CH:28]=[CH:27][CH:26]=2)(=[O:24])=[O:23])=[CH:17][CH:16]=1)([C:6]1[N:7]([CH2:11][CH2:12][O:13][CH3:14])[CH:8]=[CH:9][CH:10]=1)[CH2:3][CH2:4][CH3:5].C([SiH](CC)CC)C.B(F)(F)F.CCOCC, predict the reaction product. (6) Given the reactants [Cl:1][C:2]1[CH:7]=[C:6]([I:8])[CH:5]=[CH:4][C:3]=1[NH:9][C:10]1[CH:18]=[N:17][CH:16]=[CH:15][C:11]=1[C:12]([OH:14])=O.[NH2:19][CH2:20][CH2:21][NH:22][C:23](=[O:25])[CH3:24], predict the reaction product. The product is: [C:23]([NH:22][CH2:21][CH2:20][NH:19][C:12](=[O:14])[C:11]1[CH:15]=[CH:16][N:17]=[CH:18][C:10]=1[NH:9][C:3]1[CH:4]=[CH:5][C:6]([I:8])=[CH:7][C:2]=1[Cl:1])(=[O:25])[CH3:24]. (7) Given the reactants [CH3:1][P:2](=[O:7])([O:5][CH3:6])[O:3][CH3:4].C([Li])CCC.[F:13][C:14]([F:21])([CH3:20])[C:15](OCC)=[O:16].[Cl-].[NH4+], predict the reaction product. The product is: [F:13][C:14]([F:21])([CH3:20])[C:15](=[O:16])[CH2:1][P:2](=[O:7])([O:5][CH3:6])[O:3][CH3:4]. (8) Given the reactants [CH2:1]([C:8]1[CH:9]=[C:10]([CH:23]=[CH:24][CH:25]=1)[CH2:11][N:12]1[CH:17]=[CH:16][CH:15]=[C:14]([C:18]([O:20]C)=[O:19])[C:13]1=[O:22])[C:2]1[CH:7]=[CH:6][CH:5]=[CH:4][CH:3]=1.[OH-].[Na+], predict the reaction product. The product is: [CH2:1]([C:8]1[CH:9]=[C:10]([CH:23]=[CH:24][CH:25]=1)[CH2:11][N:12]1[CH:17]=[CH:16][CH:15]=[C:14]([C:18]([OH:20])=[O:19])[C:13]1=[O:22])[C:2]1[CH:3]=[CH:4][CH:5]=[CH:6][CH:7]=1. (9) Given the reactants CC1C=CC(S([O:11][C:12]2[CH:17]=[CH:16][C:15]([C:18]3[CH:27]=[CH:26][C:25]4[C:20](=[CH:21][CH:22]=[C:23]([OH:28])[CH:24]=4)[CH:19]=3)=[C:14]([O:29][CH3:30])[CH:13]=2)(=O)=O)=CC=1.[OH-].[K+].O, predict the reaction product. The product is: [OH:11][C:12]1[CH:17]=[CH:16][C:15]([C:18]2[CH:19]=[C:20]3[C:25](=[CH:26][CH:27]=2)[CH:24]=[C:23]([OH:28])[CH:22]=[CH:21]3)=[C:14]([O:29][CH3:30])[CH:13]=1. (10) The product is: [F:17][C:12]1[CH:13]=[CH:14][CH:15]=[C:16]2[C:11]=1[C:10]([NH2:18])=[N:9][C:8]2([C:6]1[CH:7]=[C:2]([C:36]2[CH:37]=[N:38][CH:39]=[C:34]([S:31]([CH3:30])(=[O:33])=[O:32])[CH:35]=2)[CH:3]=[CH:4][C:5]=1[F:29])[C:19]1[CH:24]=[CH:23][N:22]=[C:21]([C:25]([F:26])([F:27])[F:28])[CH:20]=1. Given the reactants Br[C:2]1[CH:3]=[CH:4][C:5]([F:29])=[C:6]([C:8]2([C:19]3[CH:24]=[CH:23][N:22]=[C:21]([C:25]([F:28])([F:27])[F:26])[CH:20]=3)[C:16]3[C:11](=[C:12]([F:17])[CH:13]=[CH:14][CH:15]=3)[C:10]([NH2:18])=[N:9]2)[CH:7]=1.[CH3:30][S:31]([C:34]1[CH:35]=[C:36](B(O)O)[CH:37]=[N:38][CH:39]=1)(=[O:33])=[O:32], predict the reaction product.